The task is: Regression/Classification. Given a drug SMILES string, predict its absorption, distribution, metabolism, or excretion properties. Task type varies by dataset: regression for continuous measurements (e.g., permeability, clearance, half-life) or binary classification for categorical outcomes (e.g., BBB penetration, CYP inhibition). For this dataset (solubility_aqsoldb), we predict Y.. This data is from Aqueous solubility values for 9,982 compounds from the AqSolDB database. The drug is NS(=O)(=O)c1cc2c(s1)C(O)CCS2=O. The Y is -1.57 log mol/L.